Dataset: Full USPTO retrosynthesis dataset with 1.9M reactions from patents (1976-2016). Task: Predict the reactants needed to synthesize the given product. (1) Given the product [O:32]=[C:11]1[C:10]2[C:9]([C:22]3[S:23][CH:24]=[CH:25][CH:26]=3)=[CH:8][C:7]([N:1]3[CH2:6][CH2:5][CH2:4][CH2:3][CH2:2]3)=[C:19]([C:20]#[N:21])[C:18]=2[C:17]2[C:12]1=[CH:13][CH:14]=[CH:15][CH:16]=2, predict the reactants needed to synthesize it. The reactants are: [N:1]1([C:7]2[CH:8]=[C:9]([C:22]3[S:23][CH:24]=[CH:25][CH:26]=3)[C:10]3[CH2:11][C:12]4[C:17]([C:18]=3[C:19]=2[C:20]#[N:21])=[CH:16][CH:15]=[CH:14][CH:13]=4)[CH2:6][CH2:5][CH2:4][CH2:3][CH2:2]1.[H-].[Na+].C1C[O:32]CC1. (2) Given the product [Br:8][C:9]1[CH:10]=[CH:11][C:12]([O:18][CH2:19][C:20]2[CH:25]=[CH:24][CH:23]=[CH:22][C:21]=2[O:26][CH3:27])=[C:13]([CH:17]=1)[C:14]([NH:7][C:3]1[CH:2]=[N:1][CH:6]=[CH:5][CH:4]=1)=[O:15], predict the reactants needed to synthesize it. The reactants are: [N:1]1[CH:6]=[CH:5][CH:4]=[C:3]([NH2:7])[CH:2]=1.[Br:8][C:9]1[CH:10]=[CH:11][C:12]([O:18][CH2:19][C:20]2[CH:25]=[CH:24][CH:23]=[CH:22][C:21]=2[O:26][CH3:27])=[C:13]([CH:17]=1)[C:14](O)=[O:15].Cl.CN(C)CCCN=C=NCC.ON1C2C=CC=CC=2N=N1. (3) Given the product [Cl:27][C:13]1[C:12]([C:16]#[N:17])=[CH:11][C:10]([C:18]2[CH:23]=[CH:22][C:21]([Cl:24])=[CH:20][CH:19]=2)=[C:9]([C:3]2[CH:4]=[CH:5][C:6]([Cl:8])=[CH:7][C:2]=2[Cl:1])[N:14]=1, predict the reactants needed to synthesize it. The reactants are: [Cl:1][C:2]1[CH:7]=[C:6]([Cl:8])[CH:5]=[CH:4][C:3]=1[C:9]1[NH:14][C:13](=O)[C:12]([C:16]#[N:17])=[CH:11][C:10]=1[C:18]1[CH:23]=[CH:22][C:21]([Cl:24])=[CH:20][CH:19]=1.O=P(Cl)(Cl)[Cl:27]. (4) Given the product [CH3:26][O:25][C:20]1[CH:19]=[C:18]([C:16]2[N:2]([C:4]3[CH:9]=[C:8]([C:10]#[N:11])[CH:7]=[CH:6][N:5]=3)[N:3]=[CH:14][CH:15]=2)[CH:23]=[CH:22][C:21]=1[CH3:24], predict the reactants needed to synthesize it. The reactants are: Cl.[NH:2]([C:4]1[CH:9]=[C:8]([C:10]#[N:11])[CH:7]=[CH:6][N:5]=1)[NH2:3].CN(C)/[CH:14]=[CH:15]/[C:16]([C:18]1[CH:23]=[CH:22][C:21]([CH3:24])=[C:20]([O:25][CH3:26])[CH:19]=1)=O.